Dataset: Peptide-MHC class I binding affinity with 185,985 pairs from IEDB/IMGT. Task: Regression. Given a peptide amino acid sequence and an MHC pseudo amino acid sequence, predict their binding affinity value. This is MHC class I binding data. (1) The peptide sequence is RPRVTKQYIV. The MHC is HLA-B35:01 with pseudo-sequence HLA-B35:01. The binding affinity (normalized) is 0.136. (2) The peptide sequence is KSINKVYGK. The MHC is Mamu-A02 with pseudo-sequence Mamu-A02. The binding affinity (normalized) is 0.367. (3) The peptide sequence is MLTNAISSRV. The MHC is HLA-A02:06 with pseudo-sequence HLA-A02:06. The binding affinity (normalized) is 0.500. (4) The peptide sequence is VTDLENRLKK. The MHC is HLA-A11:01 with pseudo-sequence HLA-A11:01. The binding affinity (normalized) is 0.753. (5) The peptide sequence is MRVLHLDLK. The MHC is HLA-B15:01 with pseudo-sequence HLA-B15:01. The binding affinity (normalized) is 0.0847. (6) The peptide sequence is AEGSRGGSQA. The MHC is HLA-B40:02 with pseudo-sequence HLA-B40:02. The binding affinity (normalized) is 0.0902.